Dataset: Full USPTO retrosynthesis dataset with 1.9M reactions from patents (1976-2016). Task: Predict the reactants needed to synthesize the given product. Given the product [NH2:1][C:2]1[N:7]=[C:6]([C:8]2[CH:13]=[CH:12][CH:11]=[C:10]([F:14])[CH:9]=2)[C:5]([C:15]#[N:16])=[C:4]([NH:27][CH2:26][C:21]2[CH:22]=[CH:23][CH:24]=[CH:25][N:20]=2)[N:3]=1, predict the reactants needed to synthesize it. The reactants are: [NH2:1][C:2]1[N:7]=[C:6]([C:8]2[CH:13]=[CH:12][CH:11]=[C:10]([F:14])[CH:9]=2)[C:5]([C:15]#[N:16])=[C:4](S(C)=O)[N:3]=1.[N:20]1[CH:25]=[CH:24][CH:23]=[CH:22][C:21]=1[CH2:26][NH2:27].